From a dataset of Catalyst prediction with 721,799 reactions and 888 catalyst types from USPTO. Predict which catalyst facilitates the given reaction. (1) Reactant: [NH3:1].O.[C:3]([C:6]1[CH:7]=[CH:8][C:9]([O:16][CH3:17])=[C:10]([S:12](Cl)(=[O:14])=[O:13])[CH:11]=1)(=[O:5])[NH2:4]. Product: [CH3:17][O:16][C:9]1[CH:8]=[CH:7][C:6]([C:3]([NH2:4])=[O:5])=[CH:11][C:10]=1[S:12](=[O:14])(=[O:13])[NH2:1]. The catalyst class is: 7. (2) Reactant: ClC(Cl)(Cl)C(=N)O[C@H:5]1[O:82][C@H:81]([CH2:83][O:84][C:85](=[O:87])[CH3:86])[C@@H:16]([O:17][C@H:18]2[O:75][C@H:74]([CH2:76][O:77][C:78](=[O:80])[CH3:79])[C@@H:29]([O:30][C@H:31]3[O:68][C@H:67]([CH2:69][O:70][C:71](=[O:73])[CH3:72])[C@@H:42]([O:43][C@H:44]4[O:61][C@H:60]([CH2:62][O:63][C:64](=[O:66])[CH3:65])[C@@H:55]([O:56][C:57](=[O:59])[CH3:58])[C@H:50]([O:51][C:52](=[O:54])[CH3:53])[C@H:45]4[O:46][C:47](=[O:49])[CH3:48])[C@H:37]([O:38][C:39](=[O:41])[CH3:40])[C@H:32]3[O:33][C:34](=[O:36])[CH3:35])[C@H:24]([O:25][C:26](=[O:28])[CH3:27])[C@H:19]2[O:20][C:21](=[O:23])[CH3:22])[C@H:11]([O:12][C:13](=[O:15])[CH3:14])[C@H:6]1[O:7][C:8](=[O:10])[CH3:9].[CH2:91]([OH:118])[CH:92]([CH2:94][CH2:95][CH2:96][C@H:97]([C@@H:99]1[C@:116]2([CH3:117])[C@H:102]([C@H:103]3[C@H:113]([CH2:114][CH2:115]2)[C@:111]2([CH3:112])[CH:106]([CH2:107][CH2:108][CH2:109][CH2:110]2)[CH2:105][CH2:104]3)[CH2:101][CH2:100]1)[CH3:98])[CH3:93].[Si](OS(C(F)(F)F)(=O)=O)(C)(C)C. Product: [C:47]([O:46][C@@H:45]1[C@@H:50]([O:51][C:52](=[O:54])[CH3:53])[C@H:55]([O:56][C:57](=[O:59])[CH3:58])[C@@H:60]([CH2:62][O:63][C:64](=[O:66])[CH3:65])[O:61][C@@H:44]1[O:43][C@@H:42]1[C@@H:67]([CH2:69][O:70][C:71](=[O:73])[CH3:72])[O:68][C@H:31]([O:30][C@@H:29]2[C@@H:74]([CH2:76][O:77][C:78](=[O:80])[CH3:79])[O:75][C@H:18]([O:17][C@@H:16]3[C@@H:81]([CH2:83][O:84][C:85](=[O:87])[CH3:86])[O:82][C@@H:5]([O:118][CH2:91][CH:92]([CH2:94][CH2:95][CH2:96][C@H:97]([C@@H:99]4[C@:116]5([CH3:117])[C@H:102]([C@H:103]6[C@H:113]([CH2:114][CH2:115]5)[C@:111]5([CH3:112])[CH:106]([CH2:107][CH2:108][CH2:109][CH2:110]5)[CH2:105][CH2:104]6)[CH2:101][CH2:100]4)[CH3:98])[CH3:93])[C@H:6]([O:7][C:8](=[O:10])[CH3:9])[C@H:11]3[O:12][C:13](=[O:15])[CH3:14])[C@H:19]([O:20][C:21](=[O:23])[CH3:22])[C@H:24]2[O:25][C:26](=[O:28])[CH3:27])[C@H:32]([O:33][C:34](=[O:36])[CH3:35])[C@H:37]1[O:38][C:39](=[O:41])[CH3:40])(=[O:49])[CH3:48]. The catalyst class is: 2. (3) Reactant: [C:1]([O:5][C:6]([N:8]1[CH2:25][CH2:24][C:11]2([N:15]=[C:14]([C:16]3[CH:21]=[CH:20][CH:19]=[C:18](Br)[CH:17]=3)[NH:13][C:12]2=[O:23])[CH2:10][CH2:9]1)=[O:7])([CH3:4])([CH3:3])[CH3:2].[CH3:26][C:27]1[C:31](B(O)O)=[C:30]([CH3:35])[O:29][N:28]=1.[O-]P([O-])([O-])=O.[K+].[K+].[K+]. Product: [C:1]([O:5][C:6]([N:8]1[CH2:25][CH2:24][C:11]2([N:15]=[C:14]([C:16]3[CH:21]=[CH:20][CH:19]=[C:18]([C:31]4[C:27]([CH3:26])=[N:28][O:29][C:30]=4[CH3:35])[CH:17]=3)[NH:13][C:12]2=[O:23])[CH2:10][CH2:9]1)=[O:7])([CH3:4])([CH3:3])[CH3:2]. The catalyst class is: 12.